This data is from NCI-60 drug combinations with 297,098 pairs across 59 cell lines. The task is: Regression. Given two drug SMILES strings and cell line genomic features, predict the synergy score measuring deviation from expected non-interaction effect. (1) Drug 1: CN1C(=O)N2C=NC(=C2N=N1)C(=O)N. Drug 2: C1=CC=C(C(=C1)C(C2=CC=C(C=C2)Cl)C(Cl)Cl)Cl. Cell line: RPMI-8226. Synergy scores: CSS=-3.52, Synergy_ZIP=1.45, Synergy_Bliss=-1.01, Synergy_Loewe=-1.08, Synergy_HSA=-3.52. (2) Drug 1: CC1=C2C(C(=O)C3(C(CC4C(C3C(C(C2(C)C)(CC1OC(=O)C(C(C5=CC=CC=C5)NC(=O)C6=CC=CC=C6)O)O)OC(=O)C7=CC=CC=C7)(CO4)OC(=O)C)O)C)OC(=O)C. Drug 2: CS(=O)(=O)OCCCCOS(=O)(=O)C. Cell line: RPMI-8226. Synergy scores: CSS=74.6, Synergy_ZIP=-3.34, Synergy_Bliss=-1.54, Synergy_Loewe=-32.5, Synergy_HSA=1.12. (3) Drug 1: CC=C1C(=O)NC(C(=O)OC2CC(=O)NC(C(=O)NC(CSSCCC=C2)C(=O)N1)C(C)C)C(C)C. Drug 2: C1=NNC2=C1C(=O)NC=N2. Cell line: HOP-62. Synergy scores: CSS=50.5, Synergy_ZIP=-0.799, Synergy_Bliss=-4.61, Synergy_Loewe=-40.1, Synergy_HSA=-1.49. (4) Drug 1: C1=NC2=C(N1)C(=S)N=C(N2)N. Drug 2: CC(C)(C#N)C1=CC(=CC(=C1)CN2C=NC=N2)C(C)(C)C#N. Cell line: TK-10. Synergy scores: CSS=20.2, Synergy_ZIP=-9.60, Synergy_Bliss=-9.19, Synergy_Loewe=-8.65, Synergy_HSA=-8.46. (5) Drug 1: CC1=C2C(C(=O)C3(C(CC4C(C3C(C(C2(C)C)(CC1OC(=O)C(C(C5=CC=CC=C5)NC(=O)OC(C)(C)C)O)O)OC(=O)C6=CC=CC=C6)(CO4)OC(=O)C)OC)C)OC. Drug 2: CC1C(C(CC(O1)OC2CC(CC3=C2C(=C4C(=C3O)C(=O)C5=C(C4=O)C(=CC=C5)OC)O)(C(=O)CO)O)N)O.Cl. Cell line: SNB-75. Synergy scores: CSS=70.9, Synergy_ZIP=-5.25, Synergy_Bliss=-6.14, Synergy_Loewe=-0.590, Synergy_HSA=0.539. (6) Drug 1: CN1C2=C(C=C(C=C2)N(CCCl)CCCl)N=C1CCCC(=O)O.Cl. Drug 2: C1=NC2=C(N1)C(=S)N=CN2. Cell line: EKVX. Synergy scores: CSS=8.06, Synergy_ZIP=-2.86, Synergy_Bliss=-2.22, Synergy_Loewe=-8.81, Synergy_HSA=-0.203. (7) Drug 1: CS(=O)(=O)C1=CC(=C(C=C1)C(=O)NC2=CC(=C(C=C2)Cl)C3=CC=CC=N3)Cl. Drug 2: C1=NC(=NC(=O)N1C2C(C(C(O2)CO)O)O)N. Cell line: SN12C. Synergy scores: CSS=2.08, Synergy_ZIP=4.68, Synergy_Bliss=-1.03, Synergy_Loewe=-5.78, Synergy_HSA=-1.56.